From a dataset of Peptide-MHC class I binding affinity with 185,985 pairs from IEDB/IMGT. Regression. Given a peptide amino acid sequence and an MHC pseudo amino acid sequence, predict their binding affinity value. This is MHC class I binding data. The peptide sequence is VVADLSARNK. The MHC is HLA-A03:01 with pseudo-sequence HLA-A03:01. The binding affinity (normalized) is 0.590.